From a dataset of Forward reaction prediction with 1.9M reactions from USPTO patents (1976-2016). Predict the product of the given reaction. (1) Given the reactants [Cl:1][C:2]1[N:7]=[C:6]([NH:8][C@@H:9]2[CH2:14][CH2:13][CH2:12][N:11]([C:15]([O:17]C(C)(C)C)=O)[CH2:10]2)[C:5]2=[CH:22][CH:23]=[CH:24][N:4]2[N:3]=1.F[C:26](F)(F)[C:27](O)=O.C(N(CC)C(C)C)(C)C.C(Cl)(=O)C=C, predict the reaction product. The product is: [Cl:1][C:2]1[N:7]=[C:6]([NH:8][C@@H:9]2[CH2:14][CH2:13][CH2:12][N:11]([C:15](=[O:17])[CH:26]=[CH2:27])[CH2:10]2)[C:5]2=[CH:22][CH:23]=[CH:24][N:4]2[N:3]=1. (2) Given the reactants [N:1]1[CH:6]=[CH:5][C:4]([N:7]2[CH2:12][CH2:11][CH:10]([C:13]([OH:15])=[O:14])[CH2:9][CH2:8]2)=[CH:3][CH:2]=1.O[C:17]1[CH:34]=[CH:33][C:20]2[CH2:21][CH2:22][CH2:23][N:24]([C:26]([O:28][C:29]([CH3:32])([CH3:31])[CH3:30])=[O:27])[CH2:25][C:19]=2[CH:18]=1, predict the reaction product. The product is: [N:1]1[CH:2]=[CH:3][C:4]([N:7]2[CH2:12][CH2:11][CH:10]([C:13]([O:15][C:17]3[CH:34]=[CH:33][C:20]4[CH2:21][CH2:22][CH2:23][N:24]([C:26]([O:28][C:29]([CH3:30])([CH3:31])[CH3:32])=[O:27])[CH2:25][C:19]=4[CH:18]=3)=[O:14])[CH2:9][CH2:8]2)=[CH:5][CH:6]=1. (3) The product is: [Cl:1][C:2]1[CH:3]=[C:4]([N:8]2[C:13](=[O:14])[C:12]([O:15][CH2:16][CH:17]([CH3:19])[CH3:18])=[C:11]([C:24]3[CH:25]=[CH:26][C:27]([S:28][CH3:29])=[C:22]([F:21])[CH:23]=3)[CH:10]=[N:9]2)[CH:5]=[CH:6][CH:7]=1. Given the reactants [Cl:1][C:2]1[CH:3]=[C:4]([N:8]2[C:13](=[O:14])[C:12]([O:15][CH2:16][CH:17]([CH3:19])[CH3:18])=[C:11](Br)[CH:10]=[N:9]2)[CH:5]=[CH:6][CH:7]=1.[F:21][C:22]1[CH:23]=[C:24](B(O)O)[CH:25]=[CH:26][C:27]=1[S:28][CH3:29], predict the reaction product. (4) Given the reactants [F:1][C:2]1[CH:7]=[CH:6][C:5]([F:8])=[CH:4][C:3]=1/[CH:9]=[CH:10]/[C:11]([OH:13])=[O:12].[CH3:14][Si](C=[N+]=[N-])(C)C.[N+:21]([CH3:24])([O-:23])=[O:22].C1CCN2C(=NCCC2)CC1, predict the reaction product. The product is: [CH3:14][O:12][C:11](=[O:13])[CH2:10][CH:9]([C:3]1[CH:4]=[C:5]([F:8])[CH:6]=[CH:7][C:2]=1[F:1])[CH2:24][N+:21]([O-:23])=[O:22]. (5) Given the reactants Cl[C:2]1[CH:3]=[C:4]([N:8]2[N:12]=[N:11][C:10]([C:13]3[CH:18]=[CH:17][CH:16]=[CH:15][N:14]=3)=[N:9]2)[CH:5]=[CH:6][CH:7]=1.[SH:19][C:20]1C=C(NC2C=CC=CC=2)C=CC=1.N1C=CC=CC=1C=O, predict the reaction product. The product is: [CH3:20][S:19][C:2]1[CH:3]=[C:4]([N:8]2[N:12]=[N:11][C:10]([C:13]3[CH:18]=[CH:17][CH:16]=[CH:15][N:14]=3)=[N:9]2)[CH:5]=[CH:6][CH:7]=1.